Dataset: Reaction yield outcomes from USPTO patents with 853,638 reactions. Task: Predict the reaction yield, written as a fraction of the theoretical maximum amount of product (1.0 means a 100% yield; for example, 0.34 means a 34% yield). (1) The reactants are [CH3:1][O:2][C:3]1[CH:4]=[C:5]([CH2:11][CH2:12][NH:13][C:14]2[N:22]=[C:21]3[C:17]([N:18]=[CH:19][NH:20]3)=[C:16]([N:23]3[CH2:28][CH2:27][O:26][CH2:25][CH2:24]3)[N:15]=2)[CH:6]=[CH:7][C:8]=1[O:9][CH3:10].[Br:29]Br. The catalyst is O1CCOCC1.O. The product is [Br:29][C:19]1[NH:20][C:21]2[C:17]([N:18]=1)=[C:16]([N:23]1[CH2:28][CH2:27][O:26][CH2:25][CH2:24]1)[N:15]=[C:14]([NH:13][CH2:12][CH2:11][C:5]1[CH:6]=[CH:7][C:8]([O:9][CH3:10])=[C:3]([O:2][CH3:1])[CH:4]=1)[N:22]=2. The yield is 0.750. (2) The reactants are [N+:1]([C:4]1[C:5]([N:10]2[CH2:15][CH2:14][NH:13][CH2:12][CH:11]2[C:16]([O:18][C:19]([CH3:22])([CH3:21])[CH3:20])=[O:17])=[N:6][CH:7]=[CH:8][CH:9]=1)([O-])=O.C1CCCCC=1. The catalyst is CO.[OH-].[OH-].[Pd+2]. The product is [NH2:1][C:4]1[C:5]([N:10]2[CH2:15][CH2:14][NH:13][CH2:12][CH:11]2[C:16]([O:18][C:19]([CH3:22])([CH3:21])[CH3:20])=[O:17])=[N:6][CH:7]=[CH:8][CH:9]=1. The yield is 0.870. (3) The reactants are [C:1]([O:7][CH2:8][CH3:9])(=[O:6])[CH2:2][C:3]([CH3:5])=O.[Cl:10][C:11]1[CH:18]=[CH:17][C:16]([Cl:19])=[CH:15][C:12]=1[CH:13]=O.[NH4+:20].[OH-:21]. The catalyst is CCO.C(Cl)Cl. The product is [Cl:10][C:11]1[CH:18]=[CH:17][C:16]([Cl:19])=[CH:15][C:12]=1[CH:13]1[C:2]([C:1]([O:7][CH2:8][CH3:9])=[O:6])=[C:3]([CH3:5])[NH:20][C:3]([CH3:5])=[C:2]1[C:1]([O:7][CH2:8][CH3:9])=[O:21]. The yield is 0.550.